Dataset: Reaction yield outcomes from USPTO patents with 853,638 reactions. Task: Predict the reaction yield, written as a fraction of the theoretical maximum amount of product (1.0 means a 100% yield; for example, 0.34 means a 34% yield). (1) The reactants are [F:1][C:2]1[CH:10]=[CH:9][CH:8]=[C:7]2[C:3]=1[C:4]([CH:12]=O)=[CH:5][N:6]2[CH3:11].[CH3:14][N:15]1C2C(=CC=CC=2)C(C)=C1C=O. No catalyst specified. The product is [F:1][C:2]1[CH:10]=[CH:9][CH:8]=[C:7]2[C:3]=1[C:4]([CH2:12][NH:15][CH3:14])=[CH:5][N:6]2[CH3:11]. The yield is 0.770. (2) The reactants are [Cl:1][C:2]1[N:3]=[CH:4][C:5]2[NH:11][C:10](=[O:12])[C:9]([OH:14])([CH3:13])[CH2:8][N:7]([CH:15]3[CH2:19][CH2:18][CH2:17][CH2:16]3)[C:6]=2[N:20]=1.[CH3:21][C:22]([Si:25](Cl)([CH3:27])[CH3:26])([CH3:24])[CH3:23].N1C=CN=C1. The catalyst is CN(C=O)C.C1COCC1. The product is [Si:25]([O:14][C:9]1([CH3:13])[CH2:8][N:7]([CH:15]2[CH2:19][CH2:18][CH2:17][CH2:16]2)[C:6]2[N:20]=[C:2]([Cl:1])[N:3]=[CH:4][C:5]=2[NH:11][C:10]1=[O:12])([C:22]([CH3:24])([CH3:23])[CH3:21])([CH3:27])[CH3:26]. The yield is 0.980. (3) The reactants are [CH:1]1([NH:4][C:5](=[O:36])[NH:6][C:7]2[CH:12]=[CH:11][C:10]([C:13]3[N:14]=[C:15]([N:29]4[CH2:34][CH2:33][O:32][CH2:31][CH2:30]4)[C:16]4[CH2:21][N:20]([C:22]([O:24][C:25](C)(C)C)=[O:23])[CH2:19][C:17]=4[N:18]=3)=[C:9]([F:35])[CH:8]=2)[CH2:3][CH2:2]1.Cl[C:38]1N=C(N2CCOC[C@@H]2C)C2CN(C(OC)=O)CC=2N=1.C1(NC(NC2C=CC(B3OC(C)(C)C(C)(C)O3)=C(F)C=2)=O)CC1. No catalyst specified. The product is [CH:1]1([NH:4][C:5](=[O:36])[NH:6][C:7]2[CH:12]=[CH:11][C:10]([C:13]3[N:14]=[C:15]([N:29]4[CH2:30][CH2:31][O:32][CH2:33][C@@H:34]4[CH3:38])[C:16]4[CH2:21][N:20]([C:22]([O:24][CH3:25])=[O:23])[CH2:19][C:17]=4[N:18]=3)=[C:9]([F:35])[CH:8]=2)[CH2:2][CH2:3]1. The yield is 0.100. (4) The reactants are [ClH:1].C(OC(=O)[NH:8][CH2:9][CH2:10][CH2:11][CH2:12][C:13]1[CH:18]=[CH:17][C:16]([C:19](=[NH:21])[NH2:20])=[CH:15][CH:14]=1)(C)(C)C.C(Cl)[Cl:24].CO. The catalyst is CO. The product is [ClH:24].[ClH:1].[NH2:8][CH2:9][CH2:10][CH2:11][CH2:12][C:13]1[CH:18]=[CH:17][C:16]([C:19]([NH2:21])=[NH:20])=[CH:15][CH:14]=1. The yield is 0.940. (5) The reactants are C(NC(C)C)(C)C.C([Li])CCC.[F:13][C:14]1[CH:15]=[N:16][C:17]2[C:22]([CH:23]=1)=[CH:21][CH:20]=[CH:19][CH:18]=2.[I:24]I. The catalyst is O1CCCC1. The product is [F:13][C:14]1[CH:15]=[N:16][C:17]2[C:22]([C:23]=1[I:24])=[CH:21][CH:20]=[CH:19][CH:18]=2. The yield is 0.400.